This data is from Full USPTO retrosynthesis dataset with 1.9M reactions from patents (1976-2016). The task is: Predict the reactants needed to synthesize the given product. (1) Given the product [Cl:1][C:2]1[CH:3]=[CH:4][C:5]([N:15]2[CH:19]=[C:18]([Cl:20])[N:17]=[N:16]2)=[C:6]([C:8]2[N:13]=[CH:12][N:11]=[C:10]([OH:14])[C:9]=2[F:22])[CH:7]=1, predict the reactants needed to synthesize it. The reactants are: [Cl:1][C:2]1[CH:3]=[CH:4][C:5]([N:15]2[CH:19]=[C:18]([Cl:20])[N:17]=[N:16]2)=[C:6]([C:8]2[N:13]=[CH:12][N:11]=[C:10]([OH:14])[CH:9]=2)[CH:7]=1.[B-](F)(F)(F)[F:22].[B-](F)(F)(F)F.C1[N+]2(CCl)CC[N+](F)(CC2)C1.CN(C=O)C. (2) Given the product [CH2:17]([O:16][C:14](=[O:15])[C:13](=[CH:12][NH:6][C:5]1[CH:7]=[CH:8][C:2]([I:1])=[CH:3][CH:4]=1)[C:19]([O:21][CH2:22][CH3:23])=[O:20])[CH3:18], predict the reactants needed to synthesize it. The reactants are: [I:1][C:2]1[CH:8]=[CH:7][C:5]([NH2:6])=[CH:4][CH:3]=1.C(O[CH:12]=[C:13]([C:19]([O:21][CH2:22][CH3:23])=[O:20])[C:14]([O:16][CH2:17][CH3:18])=[O:15])C. (3) Given the product [Cl:1][C:2]1[C:3]([CH3:21])=[C:4]2[N:10]=[C:9]([C:11]3[CH:16]=[CH:15][C:14]([O:17][CH2:24][CH2:25][N:26]4[CH2:31][CH2:30][O:29][CH2:28][CH2:27]4)=[C:13]([N+:18]([O-:20])=[O:19])[CH:12]=3)[NH:8][C:5]2=[N:6][CH:7]=1, predict the reactants needed to synthesize it. The reactants are: [Cl:1][C:2]1[C:3]([CH3:21])=[C:4]2[N:10]=[C:9]([C:11]3[CH:16]=[CH:15][C:14]([OH:17])=[C:13]([N+:18]([O-:20])=[O:19])[CH:12]=3)[NH:8][C:5]2=[N:6][CH:7]=1.Cl.Cl[CH2:24][CH2:25][N:26]1[CH2:31][CH2:30][O:29][CH2:28][CH2:27]1.[H-].[Na+].